This data is from Forward reaction prediction with 1.9M reactions from USPTO patents (1976-2016). The task is: Predict the product of the given reaction. (1) Given the reactants C[O:2][C:3](=O)[C:4]1[CH:30]=[CH:29][CH:28]=[C:6]([C:7]([NH:9][C@H:10]2[CH2:15][CH2:14][C@@H:13]([NH:16][C:17]3[CH:26]=[C:25]([CH3:27])[C:24]4[C:19](=[CH:20][CH:21]=[CH:22][CH:23]=4)[N:18]=3)[CH2:12][CH2:11]2)=[O:8])[CH:5]=1.[OH-].[Na+].[ClH:34].N.C1C=CC2N(O)N=[N:42]C=2C=1.O.CCN=C=NCCCN(C)C.Cl, predict the reaction product. The product is: [ClH:34].[CH3:27][C:25]1[C:24]2[C:19](=[CH:20][CH:21]=[CH:22][CH:23]=2)[N:18]=[C:17]([NH:16][C@@H:13]2[CH2:12][CH2:11][C@H:10]([NH:9][C:7](=[O:8])[C:6]3[CH:28]=[CH:29][CH:30]=[C:4]([C:3]([NH2:42])=[O:2])[CH:5]=3)[CH2:15][CH2:14]2)[CH:26]=1. (2) Given the reactants [NH:1]1[CH2:6][CH2:5][CH:4]([N:7]2[C:15]3[C:10](=[CH:11][CH:12]=[C:13]([C:16]([NH2:18])=[O:17])[CH:14]=3)[CH:9]=[CH:8]2)[CH2:3][CH2:2]1.[CH3:19][O:20][C:21]1[CH:26]=[CH:25][C:24]([N:27]2[CH2:32][CH2:31][CH2:30][CH2:29][CH2:28]2)=[CH:23][C:22]=1[CH2:33][CH:34]=O.C(O[BH-](OC(=O)C)OC(=O)C)(=O)C.[Na+].[OH-].[Na+], predict the reaction product. The product is: [CH3:19][O:20][C:21]1[CH:26]=[CH:25][C:24]([N:27]2[CH2:32][CH2:31][CH2:30][CH2:29][CH2:28]2)=[CH:23][C:22]=1[CH2:33][CH2:34][N:1]1[CH2:2][CH2:3][CH:4]([N:7]2[C:15]3[C:10](=[CH:11][CH:12]=[C:13]([C:16]([NH2:18])=[O:17])[CH:14]=3)[CH:9]=[CH:8]2)[CH2:5][CH2:6]1. (3) Given the reactants [NH2:1][C:2]1[CH:3]=[N:4][CH:5]=[CH:6][CH:7]=1.[Li+].CC([N-]C(C)C)C.Cl[C:17]1[N:22]=[C:21]([N:23]2[CH2:28][CH2:27][O:26][CH2:25][CH2:24]2)[N:20]=[C:19]([N:29]2[C:33]3[CH:34]=[CH:35][CH:36]=[C:37]([O:38][CH3:39])[C:32]=3[N:31]=[C:30]2[CH:40]([F:42])[F:41])[N:18]=1.N, predict the reaction product. The product is: [F:42][CH:40]([F:41])[C:30]1[N:29]([C:19]2[N:20]=[C:21]([N:23]3[CH2:28][CH2:27][O:26][CH2:25][CH2:24]3)[N:22]=[C:17]([NH:1][C:2]3[CH:3]=[N:4][CH:5]=[CH:6][CH:7]=3)[N:18]=2)[C:33]2[CH:34]=[CH:35][CH:36]=[C:37]([O:38][CH3:39])[C:32]=2[N:31]=1.